This data is from Reaction yield outcomes from USPTO patents with 853,638 reactions. The task is: Predict the reaction yield, written as a fraction of the theoretical maximum amount of product (1.0 means a 100% yield; for example, 0.34 means a 34% yield). (1) The catalyst is C1COCC1. The product is [Cl:28][CH2:27][CH2:26][CH2:25][C:3]1([C:1]#[N:2])[CH2:6][N:5]([C:7]([O:9][C:10]([CH3:13])([CH3:12])[CH3:11])=[O:8])[CH2:4]1. The reactants are [C:1]([CH:3]1[CH2:6][N:5]([C:7]([O:9][C:10]([CH3:13])([CH3:12])[CH3:11])=[O:8])[CH2:4]1)#[N:2].C[Si]([N-][Si](C)(C)C)(C)C.[Li+].Br[CH2:25][CH2:26][CH2:27][Cl:28]. The yield is 0.840. (2) The reactants are C([Cl:4])(=O)C.[CH:5]([N:18]1[CH2:26][C:25]2[C:20](=[N:21][CH:22]=[C:23]([C:27]([F:30])([F:29])[F:28])[CH:24]=2)[CH2:19]1)([C:12]1[CH:17]=[CH:16][CH:15]=[CH:14][CH:13]=1)[C:6]1[CH:11]=[CH:10][CH:9]=[CH:8][CH:7]=1. The catalyst is CO. The product is [ClH:4].[CH:5]([N:18]1[CH2:26][C:25]2[C:20](=[N:21][CH:22]=[C:23]([C:27]([F:30])([F:28])[F:29])[CH:24]=2)[CH2:19]1)([C:6]1[CH:7]=[CH:8][CH:9]=[CH:10][CH:11]=1)[C:12]1[CH:17]=[CH:16][CH:15]=[CH:14][CH:13]=1. The yield is 0.892. (3) The reactants are [CH:1]1([C:4]([NH:6][C:7]2[N:8]=[C:9]3[CH:14]=[CH:13][C:12]([S:15][C:16]4[CH:24]=[CH:23][CH:22]=[CH:21][C:17]=4[C:18]([OH:20])=O)=[N:11][N:10]3[CH:25]=2)=[O:5])[CH2:3][CH2:2]1.[CH3:26][N:27]1[C:31]([NH2:32])=[CH:30][C:29]([CH3:33])=[N:28]1.F[P-](F)(F)(F)(F)F.N1(OC(N(C)C)=[N+](C)C)C2N=CC=CC=2N=N1.C(N(CC)C(C)C)(C)C. The catalyst is CN(C)C=O. The product is [CH:1]1([C:4]([NH:6][C:7]2[N:8]=[C:9]3[CH:14]=[CH:13][C:12]([S:15][C:16]4[CH:24]=[CH:23][CH:22]=[CH:21][C:17]=4[C:18]([NH:32][C:31]4[N:27]([CH3:26])[N:28]=[C:29]([CH3:33])[CH:30]=4)=[O:20])=[N:11][N:10]3[CH:25]=2)=[O:5])[CH2:2][CH2:3]1. The yield is 0.700. (4) The reactants are [C:1]1([CH2:7][CH2:8][P:9]([OH:11])[OH:10])[CH:6]=[CH:5][CH:4]=[CH:3][CH:2]=1.C=C.[CH3:14][C:15](N=NC(C#N)(C)C)(C#N)C. The catalyst is C(O)(=O)C. The product is [CH2:14]([P:9]([CH2:8][CH2:7][C:1]1[CH:6]=[CH:5][CH:4]=[CH:3][CH:2]=1)(=[O:11])[OH:10])[CH3:15]. The yield is 0.960. (5) The reactants are C([CH:3]([C:7](Cl)=[O:8])[C:4](Cl)=[O:5])C.[CH3:10][O:11][C:12]1[CH:17]=[CH:16][C:15]([NH:18][NH2:19])=[CH:14][CH:13]=1.C(N([CH2:25][CH3:26])CC)C.C1C[O:30]CC1. No catalyst specified. The product is [CH3:10][O:11][C:12]1[CH:17]=[CH:16][C:15]([NH:18][NH:19][C:7](=[O:8])[CH2:3][C:4]([O:5][CH2:25][CH3:26])=[O:30])=[CH:14][CH:13]=1. The yield is 0.516. (6) The reactants are CC(C)=O.[OH:5][CH2:6][CH:7]([CH2:9][OH:10])[OH:8].[OH-].[Na+].[CH2:13](Cl)[C:14]1[CH:19]=[CH:18][CH:17]=[CH:16][CH:15]=1. The catalyst is C1(C)C=CC=CC=1.S(=O)(=O)(O)O.C(N(CC)CC)C. The product is [CH2:13]([O:5][CH2:6][CH:7]([OH:8])[CH2:9][OH:10])[C:14]1[CH:19]=[CH:18][CH:17]=[CH:16][CH:15]=1. The yield is 0.840. (7) The reactants are C(NC(C)C)(C)C.[Li]CCCC.[Li+].CC([N-]C(C)C)C.[C:21]([O:25]C(C)=O)(C)(C)[CH3:22].[Cl:29][C:30]1[CH:35]=[CH:34][C:33]([C:36]2([C:41]3[CH:42]=[C:43]([C:49]([C:51]4[CH:56]=[CH:55][CH:54]=[C:53]([O:57][CH3:58])[CH:52]=4)=O)[C:44]([NH:47][CH3:48])=[N:45][CH:46]=3)[O:40][CH2:39][CH2:38][O:37]2)=[CH:32][CH:31]=1. The catalyst is C1COCC1. The product is [Cl:29][C:30]1[CH:35]=[CH:34][C:33]([C:36]2([C:41]3[CH:42]=[C:43]4[C:44](=[N:45][CH:46]=3)[N:47]([CH3:48])[C:21](=[O:25])[CH:22]=[C:49]4[C:51]3[CH:56]=[CH:55][CH:54]=[C:53]([O:57][CH3:58])[CH:52]=3)[O:40][CH2:39][CH2:38][O:37]2)=[CH:32][CH:31]=1. The yield is 0.570. (8) The reactants are [NH2:1][C:2]1[C:3]([C:7]2[N:11]([C:12]3[CH:17]=[CH:16][CH:15]=[C:14]([Cl:18])[CH:13]=3)[C:10](=[O:19])[O:9][N:8]=2)=[N:4][O:5][N:6]=1.[C:20]([O:24][C:25]([NH:27][CH2:28][C:29]1[CH:37]=[CH:36][C:32]([C:33](O)=[O:34])=[CH:31][CH:30]=1)=[O:26])([CH3:23])([CH3:22])[CH3:21].C(N(CC)C(C)C)(C)C. The catalyst is ClCCl.CN(C)C1C=CN=CC=1.C(OCC)(=O)C. The product is [Cl:18][C:14]1[CH:13]=[C:12]([N:11]2[C:10](=[O:19])[O:9][N:8]=[C:7]2[C:3]2[C:2]([NH:1][C:33]([C:32]3[CH:31]=[CH:30][C:29]([CH2:28][NH:27][C:25](=[O:26])[O:24][C:20]([CH3:21])([CH3:22])[CH3:23])=[CH:37][CH:36]=3)=[O:34])=[N:6][O:5][N:4]=2)[CH:17]=[CH:16][CH:15]=1. The yield is 0.240. (9) The reactants are [C:1]([O:10]C)(=O)[C:2]1[C:3](=[CH:5][CH:6]=[CH:7][CH:8]=1)[SH:4].C(O[C:16]1[CH:17]=[CH:18][C:19]([C:22]#N)=[N:20][CH:21]=1)(=O)C.[C:24]([O:27]C1C(C#N)=NC=CC=1)(=[O:26])[CH3:25].[CH2:36]([N:38](CC)CC)C. The catalyst is C1(C)C=CC=CC=1. The product is [C:24]([O:27][CH2:22][C:19]1[CH:18]=[CH:17][C:16]([C:36]2[S:4][C:3]3[CH:5]=[CH:6][CH:7]=[CH:8][C:2]=3[C:1](=[O:10])[N:38]=2)=[CH:21][N:20]=1)(=[O:26])[CH3:25]. The yield is 0.290.